From a dataset of Experimentally validated miRNA-target interactions with 360,000+ pairs, plus equal number of negative samples. Binary Classification. Given a miRNA mature sequence and a target amino acid sequence, predict their likelihood of interaction. (1) The miRNA is hsa-miR-7977 with sequence UUCCCAGCCAACGCACCA. The protein sequence of the target gene is MTHWFHRNPLKATAPVSFNYYGVVTGPSASKICNDLRSSRARLLELFTDLSCNPEMMKNAADSYFSLLQGFINSLDESTQESKLRYIQNFKWTDTLQGQVPSAQQDAVFELISMGFNVALWYTKYASRLAGKENITEDEAKEVHRSLKIAAGIFKHLKESHLPKLITPAEKGRDLESRLIEAYVIQCQAEAQEVTIARAIELKHAPGLIAALAYETANFYQKADHTLSSLEPAYSAKWRKYLHLKMCFYTAYAYCYHGETLLASDKCGEAIRSLQEAEKLYAKAEALCKEYGETKGPGPT.... Result: 1 (interaction). (2) The miRNA is mmu-miR-379-5p with sequence UGGUAGACUAUGGAACGUAGG. The protein sequence of the target gene is MAATVATAAAVAPAPAPGTDSASSVHWFRKGLRLHDNPALLAAVRGARCVRCVYILDPWFAASSSVGINRWRFLLQSLEDLDTSLRKLNSRLFVVRGQPADVFPRLFKEWGVTRLTFEYDSEPFGKERDAAIMKMAKEAGVEVVTENSHTLYDLDRIIELNGQKPPLTYKRFQAIISRMELPKKPVGLVTSQQMESCRAEIQENHDETYGVPSLEELGFPTEGLGPAVWQGGETEALARLDKHLERKAWVANYERPRMNANSLLASPTGLSPYLRFGCLSCRLFYYRLWDLYKKVKRNST.... Result: 0 (no interaction). (3) The miRNA is hsa-miR-4751 with sequence AGAGGACCCGUAGCUGCUAGAAGG. The protein sequence of the target gene is MLGVRCLLRSVRFCSSAPFPKHKPSAKLSVRDALGAQNASGERIKIQGWIRSVRSQKEVLFLHVNDGSSLESLQVVADSGLDSRELNFGSSVEVQGQLIKSPSKRQNVELKAEKIKVIGNCDAKDFPIKYKERHPLEYLRQYPHFRCRTNVLGSILRIRSEATAAIHSFFKDSGFVHIHTPIITSNDSEGAGELFQLEPSGKLKVPEENFFNVPAFLTVSGQLHLEVMSGAFTQVFTFGPTFRAENSQSRRHLAEFYMIEAEISFVDSLQDLMQVIEELFKATTMMVLSKCPEDVELCHK.... Result: 0 (no interaction). (4) The miRNA is hsa-miR-6841-5p with sequence UAGGGUACUCAGAGCAAGUUGU. Result: 0 (no interaction). The protein sequence of the target gene is MDNSAQKNERTGKHPRRASEVQKGFTAAYPTQSSIPFKSQASVIPESEKKGFNSQAKRFPHKKNDIPGPGFYNVIHQSPVSNSVSLSKKGTCMFPSMCARLDTIISKYPAANAYTIPSDFISKRDFSNSCSSMFQLPSFMKALKFETPAPNYYNASVSCCKQRNNVCTRAGFMSKTQRGSFAFADKGPPPGHYDINESLVKQSPNTLMSCFKSKTNRGLKLTSTGPGPGYYNPSDCTKVPKKTLFPKNPILNFSAQPSPLPPKPPFPGPGQYEIVDYLGPRKHFISSASFVSNTSRWTAA.... (5) Result: 1 (interaction). The protein sequence of the target gene is MGSLSNYALLQLTLTAFLTILVQPQHLLAPVFRTLSILTNQSNCWLCEHLDNAEQPELVFVPASASTWWTYSGQWMYERVWYPQAEVQNHSTSSYRKVTWHWEASMEAQGLSFAQVRLLEGNFSLCVENKNGSGPFLGNIPKQYCNQILWFDSTDGTFMPSIDVTNESRNDDDDTSVCLGTRQCSWFAGCTNRTWNSSAVPLIGLPNTQDYKWVDRNSGLTWSGNDTCLYSCQNQTKGLLYQLFRNLFCSYGLTEAHGKWRCADASITNDKGHDGHRTPTWWLTGSNLTLSVNNSGLFFL.... The miRNA is hsa-miR-4639-3p with sequence UCACUCUCACCUUGCUUUGC. (6) The miRNA is hsa-miR-17-5p with sequence CAAAGUGCUUACAGUGCAGGUAG. The protein sequence of the target gene is MLGKDYMLAIILVNCDDDLWGDQNLEGETGLPPGWRKIRDAAGTYYWHVPSGSTQWQRPTWELPGAEDPGRGTEGIWELRPPKGRSFSSLDSSLNRSNSLTWYSEDSYVRSLEPGAKCFAVRSLGWVEVPEEDLAPGKSSIAVNNCIQQLAQTRNRSQPHDGTWGEGQNMLMILKKDAMSLLNPLDHSLIHCQPLVHIRVWGVGSSKGRDRDFAFVAGDKDSCMLKCHVFHCDVPAKAIASALQGLCAQILSERVGVSGEAACCSPDPISPEDLPRQVELLDAVSQAAQKYEALYMGILP.... Result: 0 (no interaction).